Task: Predict the reaction yield, written as a fraction of the theoretical maximum amount of product (1.0 means a 100% yield; for example, 0.34 means a 34% yield).. Dataset: Reaction yield outcomes from USPTO patents with 853,638 reactions (1) The reactants are [Br:1][C:2]1[CH:7]=[CH:6][C:5](B(O)O)=[CH:4][CH:3]=1.[CH3:11][O:12][C:13]1[CH:18]=[CH:17][C:16]([CH2:19][C:20]([NH:22][C:23]2[CH:27]=[CH:26][NH:25][C:24]=2[C:28]([O:30][CH2:31][CH3:32])=[O:29])=[O:21])=[CH:15][CH:14]=1.N1C=CC=CC=1. The catalyst is C(Cl)Cl.C([O-])(=O)C.[Cu+2].C([O-])(=O)C. The product is [Br:1][C:2]1[CH:7]=[CH:6][C:5]([N:25]2[CH:26]=[CH:27][C:23]([NH:22][C:20](=[O:21])[CH2:19][C:16]3[CH:17]=[CH:18][C:13]([O:12][CH3:11])=[CH:14][CH:15]=3)=[C:24]2[C:28]([O:30][CH2:31][CH3:32])=[O:29])=[CH:4][CH:3]=1. The yield is 0.441. (2) The reactants are Br[C:2]1[NH:6][CH:5]=[C:4]([C:7]([O:9][CH3:10])=[O:8])[C:3]=1[CH3:11].[Cl:12][C:13]1[CH:18]=[CH:17][C:16](B(O)O)=[C:15]([C:22]([F:25])([F:24])[F:23])[CH:14]=1.C([O-])([O-])=O.[Na+].[Na+]. The catalyst is C1(C)C=CC=CC=1.O.C(OCC)(=O)C.C1(P(C2C=CC=CC=2)C2C=CC=CC=2)C=CC=CC=1.C1(P(C2C=CC=CC=2)C2C=CC=CC=2)C=CC=CC=1.C1(P(C2C=CC=CC=2)C2C=CC=CC=2)C=CC=CC=1.C1(P(C2C=CC=CC=2)C2C=CC=CC=2)C=CC=CC=1.[Pd]. The product is [Cl:12][C:13]1[CH:18]=[CH:17][C:16]([C:2]2[NH:6][CH:5]=[C:4]([C:7]([O:9][CH3:10])=[O:8])[C:3]=2[CH3:11])=[C:15]([C:22]([F:23])([F:24])[F:25])[CH:14]=1. The yield is 0.650. (3) The reactants are Br[C:2]1[CH:7]=[CH:6][C:5]([CH2:8][N:9]2[CH2:14][CH2:13][N:12]([C:15]([O:17][C:18]([CH3:21])([CH3:20])[CH3:19])=[O:16])[CH2:11][CH2:10]2)=[C:4]([CH3:22])[CH:3]=1.[CH3:23][C:24]1[CH:25]=[C:26](B(O)O)[CH:27]=[CH:28][CH:29]=1.C(=O)([O-])[O-].[K+].[K+].O1CCOCC1. The catalyst is O.C1C=CC([P]([Pd]([P](C2C=CC=CC=2)(C2C=CC=CC=2)C2C=CC=CC=2)([P](C2C=CC=CC=2)(C2C=CC=CC=2)C2C=CC=CC=2)[P](C2C=CC=CC=2)(C2C=CC=CC=2)C2C=CC=CC=2)(C2C=CC=CC=2)C2C=CC=CC=2)=CC=1. The product is [CH3:22][C:4]1[CH:3]=[C:2]([C:28]2[CH:27]=[CH:26][CH:25]=[C:24]([CH3:23])[CH:29]=2)[CH:7]=[CH:6][C:5]=1[CH2:8][N:9]1[CH2:14][CH2:13][N:12]([C:15]([O:17][C:18]([CH3:21])([CH3:20])[CH3:19])=[O:16])[CH2:11][CH2:10]1. The yield is 0.950. (4) The reactants are [O:1]=[C:2]1[CH:7]=[CH:6][N:5]([C:8]2[CH:13]=[CH:12][CH:11]=[C:10]([C:14]([F:17])([F:16])[F:15])[CH:9]=2)[N:4]=[C:3]1C(O)=O.C1C=CC(P([N:35]=[N+]=[N-])(C2C=CC=CC=2)=O)=CC=1.CCN(CC)CC.[OH-].[Na+]. The product is [NH2:35][C:3]1[C:2](=[O:1])[CH:7]=[CH:6][N:5]([C:8]2[CH:13]=[CH:12][CH:11]=[C:10]([C:14]([F:17])([F:16])[F:15])[CH:9]=2)[N:4]=1. The yield is 0.560. The catalyst is C1(C)C=CC=CC=1.[Cl-].[Na+].O. (5) The reactants are [Cl-].O[NH3+:3].[C:4](=[O:7])([O-])[OH:5].[Na+].CS(C)=O.[CH2:13]([O:15][C:16]1[N:17]([CH2:34][C:35]2[CH:40]=[CH:39][C:38]([C:41]3[C:42]([C:47]#[N:48])=[CH:43][CH:44]=[CH:45][CH:46]=3)=[CH:37][CH:36]=2)[C:18](=[O:33])[C:19]([C:23]2[CH:28]=[CH:27][C:26]([O:29][CH:30]([CH3:32])[CH3:31])=[CH:25][CH:24]=2)=[C:20]([CH3:22])[N:21]=1)[CH3:14]. The catalyst is C(OCC)(=O)C. The product is [CH2:13]([O:15][C:16]1[N:17]([CH2:34][C:35]2[CH:36]=[CH:37][C:38]([C:41]3[CH:46]=[CH:45][CH:44]=[CH:43][C:42]=3[C:47]3[NH:3][C:4](=[O:7])[O:5][N:48]=3)=[CH:39][CH:40]=2)[C:18](=[O:33])[C:19]([C:23]2[CH:24]=[CH:25][C:26]([O:29][CH:30]([CH3:32])[CH3:31])=[CH:27][CH:28]=2)=[C:20]([CH3:22])[N:21]=1)[CH3:14]. The yield is 0.660. (6) The reactants are [F:1][C:2]1[CH:7]=[CH:6][CH:5]=[CH:4][C:3]=1[N:8]1[C:16]2[C:11](=[C:12]([N:17]3[CH2:21][CH2:20][N:19]([CH2:22][C:23]([OH:25])=O)[C:18]3=[O:26])[CH:13]=[CH:14][CH:15]=2)[CH:10]=[N:9]1.C(N(CC)CC)C.Cl.[F:35][C@H:36]1[CH2:40][CH2:39][NH:38][CH2:37]1.C(P1(=O)OP(=O)(CCC)OP(=O)(CCC)O1)CC. The catalyst is O1CCCC1.O. The yield is 0.590. The product is [F:1][C:2]1[CH:7]=[CH:6][CH:5]=[CH:4][C:3]=1[N:8]1[C:16]2[C:11](=[C:12]([N:17]3[CH2:21][CH2:20][N:19]([CH2:22][C:23]([N:38]4[CH2:39][CH2:40][C@H:36]([F:35])[CH2:37]4)=[O:25])[C:18]3=[O:26])[CH:13]=[CH:14][CH:15]=2)[CH:10]=[N:9]1. (7) The reactants are Br[C:2]1[CH:8]=[CH:7][C:5]([NH2:6])=[C:4]([CH3:9])[CH:3]=1.[CH3:10][PH:11](=[O:13])[CH3:12].P([O-])([O-])([O-])=O.[K+].[K+].[K+]. The catalyst is CN(C=O)C.C([O-])(=O)C.[Pd+2].C([O-])(=O)C.CC1(C)C2C(=C(P(C3C=CC=CC=3)C3C=CC=CC=3)C=CC=2)OC2C(P(C3C=CC=CC=3)C3C=CC=CC=3)=CC=CC1=2. The product is [CH3:10][P:11]([C:2]1[CH:8]=[CH:7][C:5]([NH2:6])=[C:4]([CH3:9])[CH:3]=1)([CH3:12])=[O:13]. The yield is 0.850.